From a dataset of Full USPTO retrosynthesis dataset with 1.9M reactions from patents (1976-2016). Predict the reactants needed to synthesize the given product. (1) Given the product [N:30]1[C:22]([NH:21][C@H:19]([C:8]2[N:9]([C:13]3[CH:18]=[CH:17][CH:16]=[CH:15][CH:14]=3)[C:10](=[O:12])[C:11]3[C:6]([CH:7]=2)=[CH:5][CH:4]=[CH:3][C:2]=3[Cl:1])[CH3:20])=[C:23]2[C:27]([NH:26][CH:25]=[N:24]2)=[N:28][CH:29]=1, predict the reactants needed to synthesize it. The reactants are: [Cl:1][C:2]1[CH:3]=[CH:4][CH:5]=[C:6]2[C:11]=1[C:10](=[O:12])[N:9]([C:13]1[CH:18]=[CH:17][CH:16]=[CH:15][CH:14]=1)[C:8]([C@@H:19]([NH:21][C:22]1[N:30]=[CH:29][N:28]=[C:27]3[C:23]=1[N:24]=[CH:25][N:26]3C1CCCCO1)[CH3:20])=[CH:7]2.Cl. (2) Given the product [C@H:19]1([NH:28][C:29]2[CH:38]=[CH:37][C:36]3[C:31](=[CH:32][CH:33]=[C:34]([NH:39][C:1]([N:13]4[CH2:18][CH2:17][S:16][CH2:15][CH2:14]4)=[O:12])[CH:35]=3)[N:30]=2)[C:27]2[C:22](=[CH:23][CH:24]=[CH:25][CH:26]=2)[CH2:21][CH2:20]1, predict the reactants needed to synthesize it. The reactants are: [C:1](=[O:12])(OC(Cl)(Cl)Cl)OC(Cl)(Cl)Cl.[NH:13]1[CH2:18][CH2:17][S:16][CH2:15][CH2:14]1.[C@H:19]1([NH:28][C:29]2[CH:38]=[CH:37][C:36]3[C:31](=[CH:32][CH:33]=[C:34]([NH2:39])[CH:35]=3)[N:30]=2)[C:27]2[C:22](=[CH:23][CH:24]=[CH:25][CH:26]=2)[CH2:21][CH2:20]1. (3) Given the product [C:29]1([C:22]2([C:23]3[CH:24]=[CH:25][CH:26]=[CH:27][CH:28]=3)[CH2:21][CH2:20][CH2:19][N:18]([CH2:35][C:36]3[O:1][N:2]=[C:3]([C:4]4[CH:5]=[N:6][C:7]([C:10]([F:13])([F:12])[F:11])=[CH:8][CH:9]=4)[N:14]=3)[C:17]2=[O:16])[CH:34]=[CH:33][CH:32]=[CH:31][CH:30]=1, predict the reactants needed to synthesize it. The reactants are: [OH:1][NH:2]/[C:3](=[N:14]\[H])/[C:4]1[CH:9]=[CH:8][C:7]([C:10]([F:13])([F:12])[F:11])=[N:6][CH:5]=1.[O:16]=[C:17]1[C:22]([C:29]2[CH:34]=[CH:33][CH:32]=[CH:31][CH:30]=2)([C:23]2[CH:28]=[CH:27][CH:26]=[CH:25][CH:24]=2)[CH2:21][CH2:20][CH2:19][N:18]1[CH2:35][C:36](O)=O.Cl.C(N=C=NCCCN(C)C)C. (4) Given the product [CH:1]([NH:3][C:4]1[S:5][CH:6]=[C:7]([CH2:9][C:10]([NH:35][C:36]2[CH:41]=[CH:40][C:39]([NH:42][C:43]([C:45]3[C:46]([C:51]4[CH:56]=[CH:55][C:54]([C:57]([F:58])([F:59])[F:60])=[CH:53][CH:52]=4)=[CH:47][CH:48]=[CH:49][CH:50]=3)=[O:44])=[CH:38][CH:37]=2)=[O:12])[N:8]=1)=[O:2], predict the reactants needed to synthesize it. The reactants are: [CH:1]([NH:3][C:4]1[S:5][CH:6]=[C:7]([CH2:9][C:10]([OH:12])=O)[N:8]=1)=[O:2].C1C=CC2N(O)N=NC=2C=1.CCN=C=NCCCN(C)C.Cl.[NH2:35][C:36]1[CH:41]=[CH:40][C:39]([NH:42][C:43]([C:45]2[C:46]([C:51]3[CH:56]=[CH:55][C:54]([C:57]([F:60])([F:59])[F:58])=[CH:53][CH:52]=3)=[CH:47][CH:48]=[CH:49][CH:50]=2)=[O:44])=[CH:38][CH:37]=1. (5) Given the product [CH:18]([N:9]1[CH2:10][CH2:11][C:5]2[CH:4]=[C:3]([O:2][CH3:1])[C:13]([N+:14]([O-:16])=[O:15])=[CH:12][C:6]=2[CH2:7][CH2:8]1)([CH3:20])[CH3:17], predict the reactants needed to synthesize it. The reactants are: [CH3:1][O:2][C:3]1[C:13]([N+:14]([O-:16])=[O:15])=[CH:12][C:6]2[CH2:7][CH2:8][NH:9][CH2:10][CH2:11][C:5]=2[CH:4]=1.[CH3:17][C:18]([CH3:20])=O.C(O)(=O)C.CO.C([BH3-])#N.[Na+]. (6) Given the product [Br:25][C:26]1[CH:31]=[CH:30][C:29]([N:32]2[C:2]3[C:3](=[CH:14][CH:15]=[C:16]([OH:18])[CH:17]=3)[C:4]([C:6]3[CH:11]=[CH:10][C:9]([OH:12])=[CH:8][C:7]=3[OH:13])=[N:33]2)=[CH:28][CH:27]=1, predict the reactants needed to synthesize it. The reactants are: O[C:2]1[CH:17]=[C:16]([OH:18])[CH:15]=[CH:14][C:3]=1[C:4]([C:6]1[CH:11]=[CH:10][C:9]([OH:12])=[CH:8][C:7]=1[OH:13])=O.C([O-])(=O)C.[Na+].Cl.[Br:25][C:26]1[CH:31]=[CH:30][C:29]([NH:32][NH2:33])=[CH:28][CH:27]=1. (7) Given the product [CH:16]1[N:15]=[C:14]([CH2:17][NH:18][C:19](=[O:25])[O:20][C:21]([CH3:23])([CH3:22])[CH3:24])[N:11]2[CH2:12][CH2:13][NH:8][CH2:9][C:10]=12, predict the reactants needed to synthesize it. The reactants are: C([N:8]1[CH2:13][CH2:12][N:11]2[C:14]([CH2:17][NH:18][C:19](=[O:25])[O:20][C:21]([CH3:24])([CH3:23])[CH3:22])=[N:15][CH:16]=[C:10]2[CH2:9]1)C1C=CC=CC=1.CC(OC(OC(OC(C)(C)C)=O)=O)(C)C. (8) The reactants are: [CH2:1]([N:8]1[C:16]2[C:11](=[CH:12][C:13]([C:17]3[CH:22]=[CH:21][C:20]([OH:23])=[CH:19][CH:18]=3)=[CH:14][CH:15]=2)[C:10]([CH3:24])=[C:9]1[CH3:25])[C:2]1[CH:7]=[CH:6][CH:5]=[CH:4][CH:3]=1.C([O-])([O-])=O.[K+].[K+].Br[CH2:33][C:34]([O:36][CH3:37])=[O:35]. Given the product [CH3:37][O:36][C:34](=[O:35])[CH2:33][O:23][C:20]1[CH:19]=[CH:18][C:17]([C:13]2[CH:12]=[C:11]3[C:16](=[CH:15][CH:14]=2)[N:8]([CH2:1][C:2]2[CH:3]=[CH:4][CH:5]=[CH:6][CH:7]=2)[C:9]([CH3:25])=[C:10]3[CH3:24])=[CH:22][CH:21]=1, predict the reactants needed to synthesize it.